Dataset: Reaction yield outcomes from USPTO patents with 853,638 reactions. Task: Predict the reaction yield, written as a fraction of the theoretical maximum amount of product (1.0 means a 100% yield; for example, 0.34 means a 34% yield). The reactants are O([C:8]([NH:10][C:11]1[CH:20]=[CH:19][CH:18]=[C:17]2[C:12]=1[CH2:13][CH2:14][CH2:15][CH:16]2[C:21]1[N:22]=[CH:23][N:24](C(OC(C)(C)C)=O)[CH:25]=1)=[O:9])C1C=CC=CC=1.[CH2:33]([NH:35][CH:36]([CH3:38])[CH3:37])[CH3:34]. No catalyst specified. The product is [CH2:33]([N:35]([CH:36]([CH3:38])[CH3:37])[C:8]([NH:10][C:11]1[C:12]2[CH2:13][CH2:14][CH2:15][CH:16]([C:21]3[N:22]=[CH:23][NH:24][CH:25]=3)[C:17]=2[CH:18]=[CH:19][CH:20]=1)=[O:9])[CH3:34]. The yield is 0.680.